This data is from Forward reaction prediction with 1.9M reactions from USPTO patents (1976-2016). The task is: Predict the product of the given reaction. (1) Given the reactants Br[CH2:2][C:3]1[N:4]([CH3:28])[C:5]2[C:10]([N:11]=1)=[C:9]([N:12]1[CH2:17][CH2:16][O:15][CH2:14][CH2:13]1)[N:8]=[C:7]([N:18]1[C:22]3[CH:23]=[CH:24][CH:25]=[CH:26][C:21]=3[N:20]=[C:19]1[CH3:27])[N:6]=2.[CH2:29]1[NH:34][CH2:33][CH2:32][N:31]2[CH2:35][CH2:36][CH2:37][CH2:38][CH:30]12, predict the reaction product. The product is: [CH2:29]1[N:34]([CH2:2][C:3]2[N:4]([CH3:28])[C:5]3[C:10]([N:11]=2)=[C:9]([N:12]2[CH2:17][CH2:16][O:15][CH2:14][CH2:13]2)[N:8]=[C:7]([N:18]2[C:22]4[CH:23]=[CH:24][CH:25]=[CH:26][C:21]=4[N:20]=[C:19]2[CH3:27])[N:6]=3)[CH2:33][CH2:32][N:31]2[CH2:35][CH2:36][CH2:37][CH2:38][CH:30]12. (2) The product is: [C:1]([C:3]1[CH:4]=[N:5][C:6]2[C:11]([C:12]=1[NH:13][C:14]1[CH:15]=[C:16]([CH:21]=[CH:22][CH:23]=1)[C:17]([OH:19])=[O:18])=[CH:10][C:9]([NH:24][CH2:25][CH2:26][N:27]1[CH2:32][CH2:31][O:30][CH2:29][CH2:28]1)=[N:8][CH:7]=2)#[N:2]. Given the reactants [C:1]([C:3]1[CH:4]=[N:5][C:6]2[C:11]([C:12]=1[NH:13][C:14]1[CH:15]=[C:16]([CH:21]=[CH:22][CH:23]=1)[C:17]([O:19]C)=[O:18])=[CH:10][C:9]([NH:24][CH2:25][CH2:26][N:27]1[CH2:32][CH2:31][O:30][CH2:29][CH2:28]1)=[N:8][CH:7]=2)#[N:2].CO.[OH-].[Li+], predict the reaction product. (3) The product is: [C:16]1([CH:15]([C:22]2[CH:23]=[CH:24][CH:25]=[CH:26][CH:27]=2)[N:6]2[CH:7]=[CH:8][CH:9]=[C:10]([C:11]([O:13][CH3:14])=[O:12])[C:5]2=[O:4])[CH:21]=[CH:20][CH:19]=[CH:18][CH:17]=1. Given the reactants [H-].[Na+].Cl.[O:4]=[C:5]1[C:10]([C:11]([O:13][CH3:14])=[O:12])=[CH:9][CH:8]=[CH:7][NH:6]1.[CH:15](Br)([C:22]1[CH:27]=[CH:26][CH:25]=[CH:24][CH:23]=1)[C:16]1[CH:21]=[CH:20][CH:19]=[CH:18][CH:17]=1, predict the reaction product. (4) Given the reactants [CH2:1]([N:3]1[CH2:9][CH2:8][C:7]2[CH:10]=[C:11]([NH2:14])[CH:12]=[CH:13][C:6]=2[CH2:5][CH2:4]1)[CH3:2].Cl[C:16]1[N:21]=[C:20]([NH:22][CH2:23][CH:24]([NH:26][S:27]([CH3:30])(=[O:29])=[O:28])[CH3:25])[C:19]([Cl:31])=[CH:18][N:17]=1.Cl.O1CCOCC1, predict the reaction product. The product is: [Cl:31][C:19]1[C:20]([NH:22][CH2:23][CH:24]([NH:26][S:27]([CH3:30])(=[O:29])=[O:28])[CH3:25])=[N:21][C:16]([NH:14][C:11]2[CH:12]=[CH:13][C:6]3[CH2:5][CH2:4][N:3]([CH2:1][CH3:2])[CH2:9][CH2:8][C:7]=3[CH:10]=2)=[N:17][CH:18]=1. (5) Given the reactants [F:1][C:2]1[C:24]([F:25])=[CH:23][CH:22]=[CH:21][C:3]=1[O:4][CH2:5]/[CH:6]=[CH:7]/[CH2:8][CH:9]([N:16]1[CH:20]=[N:19][CH:18]=[N:17]1)[C:10](=[O:15])[C:11]([CH3:14])([CH3:13])[CH3:12].[BH4-].[Na+].[NH4+].[Cl-], predict the reaction product. The product is: [F:1][C:2]1[C:24]([F:25])=[CH:23][CH:22]=[CH:21][C:3]=1[O:4][CH2:5]/[CH:6]=[CH:7]/[CH2:8][CH:9]([N:16]1[CH:20]=[N:19][CH:18]=[N:17]1)[CH:10]([OH:15])[C:11]([CH3:14])([CH3:13])[CH3:12].